This data is from Forward reaction prediction with 1.9M reactions from USPTO patents (1976-2016). The task is: Predict the product of the given reaction. (1) Given the reactants O=[C:2]1[CH2:7][CH2:6][N:5]([C:8]([O:10][C:11]([CH3:14])([CH3:13])[CH3:12])=[O:9])[CH2:4][CH:3]1[C:15]([O:17]C)=O.[O-]CC.[Na+].[CH3:23][O:24][C:25]1[CH:26]=[C:27]([NH:37][C:38]([NH2:40])=[NH:39])[CH:28]=[CH:29][C:30]=1[N:31]1[CH:35]=[C:34]([CH3:36])[N:33]=[CH:32]1, predict the reaction product. The product is: [OH:17][C:15]1[C:3]2[CH2:4][N:5]([C:8]([O:10][C:11]([CH3:12])([CH3:13])[CH3:14])=[O:9])[CH2:6][CH2:7][C:2]=2[N:40]=[C:38]([NH:37][C:27]2[CH:28]=[CH:29][C:30]([N:31]3[CH:35]=[C:34]([CH3:36])[N:33]=[CH:32]3)=[C:25]([O:24][CH3:23])[CH:26]=2)[N:39]=1. (2) Given the reactants C([O-])([O-])=O.[Na+].[Na+].[O:7]1[C:12]2[CH:13]=[CH:14][C:15]([C:17]([N:19]3[CH:24]4[CH2:25][CH2:26][CH:20]3[CH:21]=[C:22](OS(C(F)(F)F)(=O)=O)[CH2:23]4)=[O:18])=[CH:16][C:11]=2[O:10][CH2:9][CH2:8]1.[C:35]1(B(O)O)[CH:40]=[CH:39][CH:38]=[CH:37][CH:36]=1.[Cl-].[Li+], predict the reaction product. The product is: [O:7]1[C:12]2[CH:13]=[CH:14][C:15]([C:17]([N:19]3[CH:24]4[CH2:25][CH2:26][CH:20]3[CH:21]=[C:22]([C:35]3[CH:40]=[CH:39][CH:38]=[CH:37][CH:36]=3)[CH2:23]4)=[O:18])=[CH:16][C:11]=2[O:10][CH2:9][CH2:8]1.